Dataset: Catalyst prediction with 721,799 reactions and 888 catalyst types from USPTO. Task: Predict which catalyst facilitates the given reaction. (1) Reactant: C[O:2][C:3](=[O:22])[CH2:4][CH2:5][N:6]1[C:11]2[CH:12]=[C:13]([CH3:17])[CH:14]=[C:15]([Cl:16])[C:10]=2[O:9][C@@H:8]([CH:18]([CH3:20])[CH3:19])[C:7]1=[O:21].[OH-].[Na+]. Product: [Cl:16][C:15]1[C:10]2[O:9][C@@H:8]([CH:18]([CH3:20])[CH3:19])[C:7](=[O:21])[N:6]([CH2:5][CH2:4][C:3]([OH:22])=[O:2])[C:11]=2[CH:12]=[C:13]([CH3:17])[CH:14]=1. The catalyst class is: 5. (2) Reactant: [CH3:1][Si:2]([CH3:24])([CH3:23])[CH2:3][CH2:4][O:5][CH2:6][N:7]1[C:11]2[N:12]=[CH:13][N:14]=[C:15]([C:16]3[CH:17]=[C:18]([CH:20]=[CH:21][CH:22]=3)[NH2:19])[C:10]=2[CH:9]=[CH:8]1.CCN(C(C)C)C(C)C.[CH3:34][C:35](=[CH2:39])[C:36](Cl)=[O:37]. Product: [CH3:1][Si:2]([CH3:24])([CH3:23])[CH2:3][CH2:4][O:5][CH2:6][N:7]1[C:11]2[N:12]=[CH:13][N:14]=[C:15]([C:16]3[CH:17]=[C:18]([NH:19][C:36](=[O:37])[C:35]([CH3:39])=[CH2:34])[CH:20]=[CH:21][CH:22]=3)[C:10]=2[CH:9]=[CH:8]1. The catalyst class is: 4.